From a dataset of Full USPTO retrosynthesis dataset with 1.9M reactions from patents (1976-2016). Predict the reactants needed to synthesize the given product. (1) Given the product [F:1][C:2]1[C:7]([F:8])=[C:6]([O:9][CH2:10][CH3:11])[CH:5]=[C:4]([CH3:12])[C:3]=1[CH2:13][CH2:14][CH:15]1[CH2:20][CH2:19][CH:18]([CH2:21][CH2:22][CH3:23])[CH2:17][CH2:16]1, predict the reactants needed to synthesize it. The reactants are: [F:1][C:2]1[C:7]([F:8])=[C:6]([O:9][CH2:10][CH3:11])[CH:5]=[C:4]([CH3:12])[C:3]=1[CH:13]=[CH:14][CH:15]1[CH2:20][CH2:19][CH:18]([CH2:21][CH2:22][CH3:23])[CH2:17][CH2:16]1.[H][H]. (2) Given the product [C:38]([C:2]1[C:10]2[N:9]=[C:8]([CH2:11][CH:12]3[CH2:17][CH2:16][CH2:15][CH2:14][N:13]3[C:18]([C:20]3[N:21]=[C:22]([CH3:32])[S:23][C:24]=3[C:25]3[CH:30]=[CH:29][C:28]([F:31])=[CH:27][CH:26]=3)=[O:19])[NH:7][C:6]=2[CH:5]=[CH:4][CH:3]=1)(=[O:40])[CH3:39], predict the reactants needed to synthesize it. The reactants are: Br[C:2]1[C:10]2[N:9]=[C:8]([CH2:11][CH:12]3[CH2:17][CH2:16][CH2:15][CH2:14][N:13]3[C:18]([C:20]3[N:21]=[C:22]([CH3:32])[S:23][C:24]=3[C:25]3[CH:30]=[CH:29][C:28]([F:31])=[CH:27][CH:26]=3)=[O:19])[NH:7][C:6]=2[CH:5]=[CH:4][CH:3]=1.C([Sn](CCCC)(CCCC)[C:38]([O:40]CC)=[CH2:39])CCC.O. (3) Given the product [Cl:1][C:2]1[CH:3]=[CH:4][C:5]([O:22][CH2:23][C:24]([NH:43][S:40]([CH3:39])(=[O:42])=[O:41])=[O:26])=[C:6]2[C:11]=1[N:10]=[C:9]([CH3:12])[C:8]([CH2:13][C:14]1[CH:15]=[CH:16][C:17]([Cl:20])=[CH:18][CH:19]=1)=[C:7]2[CH3:21], predict the reactants needed to synthesize it. The reactants are: [Cl:1][C:2]1[CH:3]=[CH:4][C:5]([O:22][CH2:23][C:24]([OH:26])=O)=[C:6]2[C:11]=1[N:10]=[C:9]([CH3:12])[C:8]([CH2:13][C:14]1[CH:19]=[CH:18][C:17]([Cl:20])=[CH:16][CH:15]=1)=[C:7]2[CH3:21].Cl.CN(C)CCCN=C=NCC.[CH3:39][S:40]([NH2:43])(=[O:42])=[O:41]. (4) Given the product [OH:2][CH2:1][C:3]1[CH:4]=[CH:5][C:6]([NH:10][C:11](=[O:16])[C:12]([CH3:14])([CH3:13])[CH3:15])=[N:7][C:8]=1[CH3:9], predict the reactants needed to synthesize it. The reactants are: [CH:1]([C:3]1[CH:4]=[CH:5][C:6]([NH:10][C:11](=[O:16])[C:12]([CH3:15])([CH3:14])[CH3:13])=[N:7][C:8]=1[CH3:9])=[O:2].[BH4-].[Na+]. (5) Given the product [CH2:24]([NH:26][C:27](=[O:45])[NH:28][C:29]1[N:34]=[C:33]([NH:35][C:36]2[CH:37]=[CH:38][CH:39]=[CH:40][CH:41]=2)[C:32]([C:42]([NH:17][C:18]2[CH:19]=[N:15][CH:21]=[CH:22][CH:23]=2)=[O:44])=[CH:31][N:30]=1)[CH3:25], predict the reactants needed to synthesize it. The reactants are: Cl.C(N=C=NCCCN(C)C)C.O.O[N:15]1[C:19]2C=[CH:21][CH:22]=[CH:23][C:18]=2[N:17]=N1.[CH2:24]([NH:26][C:27](=[O:45])[NH:28][C:29]1[N:34]=[C:33]([NH:35][C:36]2[CH:41]=[CH:40][CH:39]=[CH:38][CH:37]=2)[C:32]([C:42]([OH:44])=O)=[CH:31][N:30]=1)[CH3:25].NC1C=NC=CC=1. (6) The reactants are: Cl[C:2]1[N:7]=[C:6]([N:8]([CH3:10])[CH3:9])[C:5]([CH3:11])=[CH:4][N:3]=1.[CH2:12]([O:19][C:20](=[O:30])[NH:21][CH2:22][C@H:23]1[CH2:28][CH2:27][C@@H:26]([NH2:29])[CH2:25][CH2:24]1)[C:13]1[CH:18]=[CH:17][CH:16]=[CH:15][CH:14]=1.CCN(C(C)C)C(C)C.CC(O)(C)C. Given the product [CH2:12]([O:19][C:20](=[O:30])[NH:21][CH2:22][C@H:23]1[CH2:28][CH2:27][C@@H:26]([NH:29][C:2]2[N:7]=[C:6]([N:8]([CH3:10])[CH3:9])[C:5]([CH3:11])=[CH:4][N:3]=2)[CH2:25][CH2:24]1)[C:13]1[CH:14]=[CH:15][CH:16]=[CH:17][CH:18]=1, predict the reactants needed to synthesize it. (7) Given the product [F:25][C:21]1[CH:20]=[C:19]([C@@H:6]([NH:7][CH2:8][C:9]2[CH:18]=[CH:17][C:16]3[CH2:15][CH2:14][CH2:13][NH:12][C:11]=3[N:10]=2)[CH2:5][C:4]([OH:26])=[O:3])[CH:24]=[CH:23][CH:22]=1, predict the reactants needed to synthesize it. The reactants are: C([O:3][C:4](=[O:26])[CH2:5][C@@H:6]([C:19]1[CH:24]=[CH:23][CH:22]=[C:21]([F:25])[CH:20]=1)[NH:7][CH2:8][C:9]1[CH:18]=[CH:17][C:16]2[CH2:15][CH2:14][CH2:13][NH:12][C:11]=2[N:10]=1)C.[OH-].[Na+].Cl.